Predict the product of the given reaction. From a dataset of Forward reaction prediction with 1.9M reactions from USPTO patents (1976-2016). (1) The product is: [Cl-:59].[Cl-:59].[Cl-:59].[Cl-:59].[C:1]([C:3]1[CH:8]=[C:7]([CH2:9][CH2:10][CH2:11][CH2:12][NH:13][C:14](=[O:33])[CH:15]([NH3+:25])[CH2:16][NH3+:17])[CH:6]=[C:5]([CH2:34][CH2:35][CH2:36][CH2:37][NH:38][C:39](=[O:58])[CH:40]([NH3+:50])[CH2:41][NH3+:42])[CH:4]=1)#[CH:2]. Given the reactants [C:1]([C:3]1[CH:4]=[C:5]([CH2:34][CH2:35][CH2:36][CH2:37][NH:38][C:39](=[O:58])[CH:40]([NH:50]C(=O)OC(C)(C)C)[CH2:41][NH:42]C(=O)OC(C)(C)C)[CH:6]=[C:7]([CH2:9][CH2:10][CH2:11][CH2:12][NH:13][C:14](=[O:33])[CH:15]([NH:25]C(=O)OC(C)(C)C)[CH2:16][NH:17]C(=O)OC(C)(C)C)[CH:8]=1)#[CH:2].[ClH:59], predict the reaction product. (2) Given the reactants [N:1]1[N:2]([C:11]2[CH:18]=[CH:17][C:14]([C:15]#[N:16])=[CH:13][CH:12]=2)[CH:3]=[C:4]2[CH2:10][CH2:9][NH:8][CH2:7][CH2:6][C:5]=12.[CH3:19][C:20]([CH3:22])=O.C(O[BH-](OC(=O)C)OC(=O)C)(=O)C.[Na+].CO, predict the reaction product. The product is: [CH3:19][CH:20]([N:8]1[CH2:9][CH2:10][C:4]2=[CH:3][N:2]([C:11]3[CH:18]=[CH:17][C:14]([C:15]#[N:16])=[CH:13][CH:12]=3)[N:1]=[C:5]2[CH2:6][CH2:7]1)[CH3:22].